This data is from Reaction yield outcomes from USPTO patents with 853,638 reactions. The task is: Predict the reaction yield, written as a fraction of the theoretical maximum amount of product (1.0 means a 100% yield; for example, 0.34 means a 34% yield). (1) The reactants are [F:1][C:2]1[CH:7]=[CH:6][C:5]([C:8]2[C:16]3[C:11](=[CH:12][CH:13]=[C:14]([N+:17]([O-])=O)[CH:15]=3)[N:10](COCCOC)[N:9]=2)=[CH:4][CH:3]=1. The catalyst is C(O)C.[Pd].[C]. The product is [F:1][C:2]1[CH:3]=[CH:4][C:5]([C:8]2[C:16]3[C:11](=[CH:12][CH:13]=[C:14]([NH2:17])[CH:15]=3)[NH:10][N:9]=2)=[CH:6][CH:7]=1. The yield is 0.530. (2) The yield is 0.320. The catalyst is CCO. The product is [CH2:2]([O:4][C:5]1[CH2:10][CH2:9][CH:8]([C:12](=[O:18])[C:13]([O:15][CH2:16][CH3:17])=[O:14])[C:7](=[O:11])[CH:6]=1)[CH3:3]. The reactants are [Na].[CH2:2]([O:4][C:5]1[CH2:10][CH2:9][CH2:8][C:7](=[O:11])[CH:6]=1)[CH3:3].[C:12](OCC)(=[O:18])[C:13]([O:15][CH2:16][CH3:17])=[O:14]. (3) The reactants are [Cl:1][C:2]1[CH:18]=[CH:17][C:5]([C:6]([NH:8][C:9]2([CH2:15][OH:16])[CH2:14][CH2:13][CH2:12][CH2:11][CH2:10]2)=O)=[CH:4][N:3]=1.S(Cl)(Cl)=O.C(=O)([O-])[O-].[K+].[K+]. The catalyst is C(Cl)(Cl)Cl. The product is [Cl:1][C:2]1[N:3]=[CH:4][C:5]([C:6]2[O:16][CH2:15][C:9]3([CH2:14][CH2:13][CH2:12][CH2:11][CH2:10]3)[N:8]=2)=[CH:17][CH:18]=1. The yield is 0.550. (4) The reactants are CC1C=CC(S(O[CH2:12][CH2:13][CH2:14][CH2:15][C:16]2[C:24]3[C:19](=[CH:20][CH:21]=[C:22]([C:25]#[N:26])[CH:23]=3)[NH:18][CH:17]=2)(=O)=O)=CC=1.[N:27]1([C:33]2[N:38]=[C:37]([C:39]#[N:40])[CH:36]=[CH:35][N:34]=2)[CH2:32][CH2:31][NH:30][CH2:29][CH2:28]1.C(=O)([O-])[O-].[K+].[K+].[I-].[K+]. The catalyst is C(#N)C. The product is [C:39]([C:37]1[CH:36]=[CH:35][N:34]=[C:33]([N:27]2[CH2:28][CH2:29][N:30]([CH2:12][CH2:13][CH2:14][CH2:15][C:16]3[C:24]4[C:19](=[CH:20][CH:21]=[C:22]([C:25]#[N:26])[CH:23]=4)[NH:18][CH:17]=3)[CH2:31][CH2:32]2)[N:38]=1)#[N:40]. The yield is 0.700. (5) The reactants are [NH2:1][C:2]1[CH:7]=[C:6]([Cl:8])[C:5]([OH:9])=[C:4]([Cl:10])[CH:3]=1.[F:11][C:12]([F:23])([F:22])[C:13]1[CH:14]=[C:15]([N:19]=[C:20]=[O:21])[CH:16]=[CH:17][CH:18]=1.Cl.C(Cl)Cl. The catalyst is N1C=CC=CC=1. The product is [Cl:8][C:6]1[CH:7]=[C:2]([NH:1][C:20]([NH:19][C:15]2[CH:16]=[CH:17][CH:18]=[C:13]([C:12]([F:11])([F:22])[F:23])[CH:14]=2)=[O:21])[CH:3]=[C:4]([Cl:10])[C:5]=1[OH:9]. The yield is 0.940. (6) The catalyst is [OH-].[Na+]. The product is [Br:16][C:9]1[CH:10]=[N:11][C:12]2[C:7]([CH:8]=1)=[C:6]([F:17])[C:5]([CH2:4][C:3]([OH:18])=[O:2])=[C:14]([F:15])[CH:13]=2. The reactants are C[O:2][C:3](=[O:18])[CH2:4][C:5]1[C:6]([F:17])=[C:7]2[C:12](=[CH:13][C:14]=1[F:15])[N:11]=[CH:10][C:9]([Br:16])=[CH:8]2. The yield is 1.00.